From a dataset of Catalyst prediction with 721,799 reactions and 888 catalyst types from USPTO. Predict which catalyst facilitates the given reaction. (1) Reactant: [CH3:1][N:2]1[CH:6]=[CH:5][N:4]=[C:3]1[CH:7]([NH:9]S(C(C)(C)C)=O)[CH3:8].[ClH:16]. Product: [ClH:16].[ClH:16].[CH3:1][N:2]1[CH:6]=[CH:5][N:4]=[C:3]1[CH:7]([NH2:9])[CH3:8]. The catalyst class is: 5. (2) Reactant: C[O:2][C:3](=[O:31])[C:4]1[CH:9]=[CH:8][C:7]([CH2:10][N:11]2[CH:16]([C:17]3[C:22]([CH3:23])=[CH:21][CH:20]=[CH:19][N:18]=3)[CH2:15][CH2:14][CH2:13][CH:12]2[C:24]2[C:29]([CH3:30])=[CH:28][CH:27]=[CH:26][N:25]=2)=[CH:6][CH:5]=1.O.[OH-].[Na+].Cl. Product: [CH3:30][C:29]1[C:24]([CH:12]2[CH2:13][CH2:14][CH2:15][CH:16]([C:17]3[C:22]([CH3:23])=[CH:21][CH:20]=[CH:19][N:18]=3)[N:11]2[CH2:10][C:7]2[CH:6]=[CH:5][C:4]([C:3]([OH:31])=[O:2])=[CH:9][CH:8]=2)=[N:25][CH:26]=[CH:27][CH:28]=1. The catalyst class is: 5. (3) Reactant: [Cl:1][C:2]1[CH:3]=[C:4]([C:12]2[O:16][N:15]=[C:14]([C:17]3[CH:18]=[CH:19][C:20]([CH2:26][CH2:27][CH2:28][C:29]([O:31]CC)=[O:30])=[C:21]4[C:25]=3[NH:24][CH:23]=[CH:22]4)[N:13]=2)[CH:5]=[CH:6][C:7]=1[O:8][CH:9]([CH3:11])[CH3:10].[OH-].[Na+]. Product: [Cl:1][C:2]1[CH:3]=[C:4]([C:12]2[O:16][N:15]=[C:14]([C:17]3[CH:18]=[CH:19][C:20]([CH2:26][CH2:27][CH2:28][C:29]([OH:31])=[O:30])=[C:21]4[C:25]=3[NH:24][CH:23]=[CH:22]4)[N:13]=2)[CH:5]=[CH:6][C:7]=1[O:8][CH:9]([CH3:11])[CH3:10]. The catalyst class is: 20.